This data is from Catalyst prediction with 721,799 reactions and 888 catalyst types from USPTO. The task is: Predict which catalyst facilitates the given reaction. (1) Reactant: [OH:1][C:2]1[CH:10]=[CH:9][C:8]([C:11]2[N:12]([C:27]([O:29][C:30]([CH3:33])([CH3:32])[CH3:31])=[O:28])[C:13]3[C:18]([CH:19]=2)=[CH:17][C:16]([CH2:20][N:21]2[CH2:26][CH2:25][CH2:24][CH2:23][CH2:22]2)=[CH:15][CH:14]=3)=[C:7]2[C:3]=1[CH2:4][NH:5][C:6]2=[O:34].C(N(CC)CC)C.[F:42][C:43]1[CH:44]=[CH:45][C:46]([CH3:53])=[C:47]([S:49](Cl)(=[O:51])=[O:50])[CH:48]=1. Product: [CH3:53][C:46]1[CH:45]=[CH:44][C:43]([F:42])=[CH:48][C:47]=1[S:49]([O:1][C:2]1[CH:10]=[CH:9][C:8]([C:11]2[N:12]([C:27]([O:29][C:30]([CH3:31])([CH3:33])[CH3:32])=[O:28])[C:13]3[C:18]([CH:19]=2)=[CH:17][C:16]([CH2:20][N:21]2[CH2:26][CH2:25][CH2:24][CH2:23][CH2:22]2)=[CH:15][CH:14]=3)=[C:7]2[C:3]=1[CH2:4][NH:5][C:6]2=[O:34])(=[O:51])=[O:50]. The catalyst class is: 10. (2) Reactant: [H-].[Na+].[C:3]([O:6][CH2:7][C:8]1[CH:13]=[CH:12][C:11]([OH:14])=[CH:10][CH:9]=1)(=[O:5])[CH3:4].Cl[CH2:16][O:17][CH2:18][CH2:19][O:20][CH3:21]. Product: [C:3]([O:6][CH2:7][C:8]1[CH:9]=[CH:10][C:11]([O:14][CH2:16][O:17][CH2:18][CH2:19][O:20][CH3:21])=[CH:12][CH:13]=1)(=[O:5])[CH3:4]. The catalyst class is: 213. (3) Reactant: [CH3:1][C:2]1[CH:10]=[CH:9][C:5]([C:6]([OH:8])=O)=[CH:4][C:3]=1[C:11]#[C:12][C:13]1[N:17]([CH3:18])[CH:16]=[N:15][CH:14]=1.CN1CCOCC1.C(Cl)(=O)C(Cl)=O.[Cl:32][C:33]1[CH:34]=[C:35]([CH:37]=[CH:38][C:39]=1[CH2:40][N:41]1[CH2:46][CH2:45][N:44]([CH3:47])[CH2:43][CH2:42]1)[NH2:36].NC1C=CC=CC=1. Product: [Cl:32][C:33]1[CH:34]=[C:35]([NH:36][C:6](=[O:8])[C:5]2[CH:9]=[CH:10][C:2]([CH3:1])=[C:3]([C:11]#[C:12][C:13]3[N:17]([CH3:18])[CH:16]=[N:15][CH:14]=3)[CH:4]=2)[CH:37]=[CH:38][C:39]=1[CH2:40][N:41]1[CH2:42][CH2:43][N:44]([CH3:47])[CH2:45][CH2:46]1. The catalyst class is: 64. (4) Reactant: C(O[C:4]([C:6]1[CH2:7][N:8]([C:22]([O:24][C:25]([CH3:28])([CH3:27])[CH3:26])=[O:23])[CH2:9][CH2:10][C:11]=1[NH:12][C:13]([O:15]C1C=CC=CC=1)=O)=[O:5])C.[CH2:29]([NH2:32])[C:30]#[CH:31].C1CCN2C(=NCCC2)CC1.NC(N)=O.[OH-].[Na+].Cl. Product: [C:25]([O:24][C:22]([N:8]1[CH2:9][CH2:10][C:11]2[NH:12][C:13](=[O:15])[N:32]([CH2:29][C:30]#[CH:31])[C:4](=[O:5])[C:6]=2[CH2:7]1)=[O:23])([CH3:26])([CH3:27])[CH3:28]. The catalyst class is: 1. (5) Reactant: [Br:1][C:2]1[CH:3]=[CH:4][C:5](F)=[C:6]([N+:8]([O-:10])=[O:9])[CH:7]=1.[C:12]([O:16][C:17]([N:19]1[CH2:22][CH:21]([NH2:23])[CH2:20]1)=[O:18])([CH3:15])([CH3:14])[CH3:13].C(N(CC)CC)C. Product: [C:12]([O:16][C:17]([N:19]1[CH2:22][CH:21]([NH:23][C:5]2[CH:4]=[CH:3][C:2]([Br:1])=[CH:7][C:6]=2[N+:8]([O-:10])=[O:9])[CH2:20]1)=[O:18])([CH3:15])([CH3:13])[CH3:14]. The catalyst class is: 13. (6) Reactant: [CH3:1][O:2][C:3]1[N:8]=[CH:7][C:6]([NH2:9])=[CH:5][CH:4]=1.CCN(CC)CC.[C:17](Cl)(=[O:22])[C:18]([CH3:21])([CH3:20])[CH3:19]. Product: [CH3:1][O:2][C:3]1[N:8]=[CH:7][C:6]([NH:9][C:17](=[O:22])[C:18]([CH3:21])([CH3:20])[CH3:19])=[CH:5][CH:4]=1. The catalyst class is: 2.